This data is from KCNQ2 potassium channel screen with 302,405 compounds. The task is: Binary Classification. Given a drug SMILES string, predict its activity (active/inactive) in a high-throughput screening assay against a specified biological target. (1) The molecule is OC(=O)Cc1ccc(Nc2nc3c(nc2n2nc(cc2C)C)cccc3)cc1. The result is 0 (inactive). (2) The drug is O=C(Nc1c(cc(cc1C)C)C)C1C2C1C=CCCCC2. The result is 1 (active). (3) The drug is S(=O)(=O)(CCC(=O)NC1CCCCC1)c1cc2NC(=O)COc2cc1. The result is 0 (inactive). (4) The molecule is O=C(NCc1ncccc1)CCC1CCCC1. The result is 0 (inactive).